This data is from Full USPTO retrosynthesis dataset with 1.9M reactions from patents (1976-2016). The task is: Predict the reactants needed to synthesize the given product. (1) Given the product [CH3:18][CH:7]1[CH2:6][CH:5]([N:4]2[CH2:3][CH2:2][O:1][C:19]2=[O:20])[CH2:10][CH2:9][N:8]1[C:11]([O:13][C:14]([CH3:17])([CH3:16])[CH3:15])=[O:12], predict the reactants needed to synthesize it. The reactants are: [OH:1][CH2:2][CH2:3][NH:4][CH:5]1[CH2:10][CH2:9][N:8]([C:11]([O:13][C:14]([CH3:17])([CH3:16])[CH3:15])=[O:12])[CH:7]([CH3:18])[CH2:6]1.[C:19](=O)(OC)[O:20]C.C[O-].[Na+].C(OCC)(=O)C. (2) Given the product [CH2:17]([N:4]1[CH:3]=[C:2]([C:26]2[CH:27]=[CH:28][C:22]3[S:21][C:20]([CH3:19])=[N:24][C:23]=3[CH:25]=2)[C:11]2[C:6](=[CH:7][C:8]([O:14][CH3:15])=[C:9]([O:12][CH3:13])[CH:10]=2)[C:5]1=[O:16])[CH3:18], predict the reactants needed to synthesize it. The reactants are: Br[C:2]1[C:11]2[C:6](=[CH:7][C:8]([O:14][CH3:15])=[C:9]([O:12][CH3:13])[CH:10]=2)[C:5](=[O:16])[N:4]([CH2:17][CH3:18])[CH:3]=1.[CH3:19][C:20]1[S:21][C:22]2[CH:28]=[CH:27][C:26](B3OC(C)(C)C(C)(C)O3)=[CH:25][C:23]=2[N:24]=1.C(=O)([O-])[O-].[Cs+].[Cs+]. (3) The reactants are: [OH:1][CH:2]1[CH:7]([C:8]2[CH:13]=[CH:12][C:11]([O:14][CH2:15][CH2:16][CH2:17][CH2:18][O:19][C:20]3[CH:25]=[CH:24][CH:23]=[CH:22][CH:21]=3)=[CH:10][CH:9]=2)[CH2:6][CH2:5][N:4]([C:26]([O:28][C:29]([CH3:32])([CH3:31])[CH3:30])=[O:27])[CH2:3]1.Br[CH2:34][C:35]1[CH:44]=[CH:43][C:42]2[C:37](=[CH:38][CH:39]=[CH:40][CH:41]=2)[CH:36]=1. Given the product [CH:36]1[C:37]2[C:42](=[CH:41][CH:40]=[CH:39][CH:38]=2)[CH:43]=[CH:44][C:35]=1[CH2:34][O:1][CH:2]1[CH:7]([C:8]2[CH:9]=[CH:10][C:11]([O:14][CH2:15][CH2:16][CH2:17][CH2:18][O:19][C:20]3[CH:21]=[CH:22][CH:23]=[CH:24][CH:25]=3)=[CH:12][CH:13]=2)[CH2:6][CH2:5][N:4]([C:26]([O:28][C:29]([CH3:32])([CH3:31])[CH3:30])=[O:27])[CH2:3]1, predict the reactants needed to synthesize it. (4) Given the product [N:26]1([C:21]2[CH:22]=[CH:23][CH:24]=[CH:25][C:20]=2[N:17]2[CH2:18][CH2:19][N:14]([C:12]3[C:11]4[C:6](=[CH:7][C:8]([O:35][CH3:36])=[C:9]([O:33][CH3:34])[CH:10]=4)[N:5]=[C:4]([CH:1]4[CH2:3][CH2:2]4)[N:13]=3)[CH2:15][CH2:16]2)[CH2:29][CH2:28][CH2:27]1, predict the reactants needed to synthesize it. The reactants are: [CH:1]1([C:4]2[N:13]=[C:12]([N:14]3[CH2:19][CH2:18][N:17]([C:20]4[CH:25]=[CH:24][CH:23]=[CH:22][C:21]=4[NH:26][C:27]4C=CC=[CH:29][CH:28]=4)[CH2:16][CH2:15]3)[C:11]3[C:6](=[CH:7][C:8]([O:35][CH3:36])=[C:9]([O:33][CH3:34])[CH:10]=3)[N:5]=2)[CH2:3][CH2:2]1.C1(N)C=CC=CC=1.N1CCC1. (5) Given the product [Cl:1][C:2]1[CH:7]=[CH:6][C:5]([CH2:8][CH3:9])=[C:4]([NH2:10])[CH:3]=1, predict the reactants needed to synthesize it. The reactants are: [Cl:1][C:2]1[CH:7]=[CH:6][C:5]([CH2:8][CH3:9])=[C:4]([N+:10]([O-])=O)[CH:3]=1.O.C(=O)([O-])[O-].[K+].[K+].